This data is from Reaction yield outcomes from USPTO patents with 853,638 reactions. The task is: Predict the reaction yield, written as a fraction of the theoretical maximum amount of product (1.0 means a 100% yield; for example, 0.34 means a 34% yield). (1) The reactants are [C:1]([O:5][C:6](=[O:22])[NH:7][C:8]1[CH:13]=[CH:12][CH:11]=[C:10]([C:14]2[CH:19]=[CH:18][C:17]([CH2:20][NH2:21])=[CH:16][CH:15]=2)[N:9]=1)([CH3:4])([CH3:3])[CH3:2].CCN(CC)CC.[CH3:30][S:31](Cl)(=[O:33])=[O:32]. The catalyst is ClCCl. The product is [C:1]([O:5][C:6](=[O:22])[NH:7][C:8]1[CH:13]=[CH:12][CH:11]=[C:10]([C:14]2[CH:15]=[CH:16][C:17]([CH2:20][NH:21][S:31]([CH3:30])(=[O:33])=[O:32])=[CH:18][CH:19]=2)[N:9]=1)([CH3:4])([CH3:2])[CH3:3]. The yield is 0.440. (2) The catalyst is ClCCl.CN(C)C1C=CN=CC=1.CCOCC. The reactants are [OH:1][C:2]([CH3:7])([CH3:6])[C:3](=[O:5])[CH3:4].C(N(CC)CC)C.[C:15](OC(=O)C)(=[O:17])[CH3:16].CO. The yield is 0.940. The product is [CH3:6][C:2]([O:1][C:15](=[O:17])[CH3:16])([CH3:7])[C:3](=[O:5])[CH3:4]. (3) The reactants are [H-].[Na+].[NH2:3][C:4]1[CH:5]=[C:6]([SH:10])[CH:7]=[CH:8][CH:9]=1.Cl[C:12]1[C:21]2[C:16](=[CH:17][C:18]([O:24][CH2:25][CH2:26][O:27][CH3:28])=[C:19]([O:22][CH3:23])[CH:20]=2)[N:15]=[CH:14][N:13]=1. The catalyst is O1CCCC1. The product is [CH3:23][O:22][C:19]1[CH:20]=[C:21]2[C:16](=[CH:17][C:18]=1[O:24][CH2:25][CH2:26][O:27][CH3:28])[N:15]=[CH:14][N:13]=[C:12]2[S:10][C:6]1[CH:5]=[C:4]([CH:9]=[CH:8][CH:7]=1)[NH2:3]. The yield is 0.490. (4) The reactants are [C:1]([C:3]1[C:4]([C:24]([F:27])([F:26])[F:25])=[C:5]2[C:9](=[CH:10][CH:11]=1)[N:8]([CH2:12][C:13]1[O:17][C:16]([C:18]([NH2:20])=O)=[CH:15][CH:14]=1)[C:7]([CH2:21][CH2:22][CH3:23])=[CH:6]2)#[N:2].N1C=CC=CC=1.O=P(Cl)(Cl)Cl. The catalyst is C(Cl)Cl. The product is [C:18]([C:16]1[O:17][C:13]([CH2:12][N:8]2[C:9]3[C:5](=[C:4]([C:24]([F:26])([F:27])[F:25])[C:3]([C:1]#[N:2])=[CH:11][CH:10]=3)[CH:6]=[C:7]2[CH2:21][CH2:22][CH3:23])=[CH:14][CH:15]=1)#[N:20]. The yield is 0.550.